From a dataset of Forward reaction prediction with 1.9M reactions from USPTO patents (1976-2016). Predict the product of the given reaction. Given the reactants [N:1]1[CH:6]=[CH:5][CH:4]=[CH:3][C:2]=1[C:7]1[CH:14]=[CH:13][C:10]([CH:11]=[O:12])=[CH:9][CH:8]=1, predict the reaction product. The product is: [OH:12][CH2:11][C:10]1[CH:9]=[CH:8][C:7]([CH:2]2[CH2:3][CH2:4][CH2:5][CH2:6][NH:1]2)=[CH:14][CH:13]=1.